From a dataset of Peptide-MHC class II binding affinity with 134,281 pairs from IEDB. Regression. Given a peptide amino acid sequence and an MHC pseudo amino acid sequence, predict their binding affinity value. This is MHC class II binding data. (1) The peptide sequence is DKGILQINSR. The MHC is H-2-IAk with pseudo-sequence YTYFLRRGGQTGHILHFPLIYYDYRTETVHKTPT. The binding affinity (normalized) is 0.249. (2) The peptide sequence is LVGPFNFRFMSKGGMRNVFDEVIPT. The MHC is HLA-DPA10301-DPB10402 with pseudo-sequence HLA-DPA10301-DPB10402. The binding affinity (normalized) is 0.207. (3) The peptide sequence is YDKFLANVTTVLTGK. The MHC is DRB1_1101 with pseudo-sequence DRB1_1101. The binding affinity (normalized) is 0.462. (4) The peptide sequence is ASDVETAEGGEIHELLRLQ. The MHC is HLA-DQA10301-DQB10302 with pseudo-sequence HLA-DQA10301-DQB10302. The binding affinity (normalized) is 0.412. (5) The peptide sequence is PAKNIYSFNEIVALW. The MHC is DRB1_1602 with pseudo-sequence DRB1_1602. The binding affinity (normalized) is 0.400. (6) The peptide sequence is NLARTISEAGQAMAS. The MHC is HLA-DQA10401-DQB10402 with pseudo-sequence HLA-DQA10401-DQB10402. The binding affinity (normalized) is 0.280.